This data is from NCI-60 drug combinations with 297,098 pairs across 59 cell lines. The task is: Regression. Given two drug SMILES strings and cell line genomic features, predict the synergy score measuring deviation from expected non-interaction effect. Drug 1: CC1=CC2C(CCC3(C2CCC3(C(=O)C)OC(=O)C)C)C4(C1=CC(=O)CC4)C. Drug 2: C1=NC2=C(N1)C(=S)N=C(N2)N. Cell line: IGROV1. Synergy scores: CSS=13.6, Synergy_ZIP=-2.57, Synergy_Bliss=-2.29, Synergy_Loewe=-29.0, Synergy_HSA=-4.27.